Task: Predict the reactants needed to synthesize the given product.. Dataset: Full USPTO retrosynthesis dataset with 1.9M reactions from patents (1976-2016) (1) Given the product [OH:8][C:9]1[CH:10]=[CH:11][C:12]([CH:15]([O:19][CH3:20])[C:16]([OH:18])=[O:17])=[CH:13][CH:14]=1, predict the reactants needed to synthesize it. The reactants are: C([O:8][C:9]1[CH:14]=[CH:13][C:12]([CH:15]([O:19][CH3:20])[C:16]([OH:18])=[O:17])=[CH:11][CH:10]=1)C1C=CC=CC=1. (2) Given the product [F:1][C:2]1[CH:3]=[CH:4][C:5]2[O:10][CH2:9][C:8](=[O:11])[N:7]([CH2:12][C@H:13]([CH3:16])[CH2:14][N:30]3[CH:25]4[CH2:26][CH2:27][CH:28]3[CH2:29][CH:23]([CH2:18][CH2:19][CH2:20][CH2:21][CH3:22])[CH2:24]4)[C:6]=2[CH:17]=1, predict the reactants needed to synthesize it. The reactants are: [F:1][C:2]1[CH:3]=[CH:4][C:5]2[O:10][CH2:9][C:8](=[O:11])[N:7]([CH2:12][C@H:13]([CH3:16])[CH2:14]I)[C:6]=2[CH:17]=1.[CH2:18]([CH:23]1[CH2:29][CH:28]2[NH:30][CH:25]([CH2:26][CH2:27]2)[CH2:24]1)[CH2:19][CH2:20][CH2:21][CH3:22].